This data is from Peptide-MHC class II binding affinity with 134,281 pairs from IEDB. The task is: Regression. Given a peptide amino acid sequence and an MHC pseudo amino acid sequence, predict their binding affinity value. This is MHC class II binding data. The peptide sequence is EHGSDEWVAMTKGEGGVWTF. The MHC is HLA-DQA10501-DQB10301 with pseudo-sequence HLA-DQA10501-DQB10301. The binding affinity (normalized) is 0.457.